Dataset: Reaction yield outcomes from USPTO patents with 853,638 reactions. Task: Predict the reaction yield, written as a fraction of the theoretical maximum amount of product (1.0 means a 100% yield; for example, 0.34 means a 34% yield). (1) The reactants are Br[C:2]1[CH:7]=[CH:6][C:5]([N:8]2[C:12]([CH2:13][C@@H:14]3[CH2:18][CH2:17][N:16]([C:19]([CH:21]4[CH2:23][CH2:22]4)=[O:20])[CH2:15]3)=[N:11][NH:10][C:9]2=[O:24])=[C:4]([CH3:25])[CH:3]=1.CC1(C)C(C)(C)OB([C:34]2[CH:35]=[C:36]3[C:40](=[CH:41][CH:42]=2)[NH:39][CH:38]=[CH:37]3)O1.C([O-])([O-])=O.[K+].[K+].O1CCOCC1. The catalyst is C1C=CC(P(C2C=CC=CC=2)[C-]2C=CC=C2)=CC=1.C1C=CC(P(C2C=CC=CC=2)[C-]2C=CC=C2)=CC=1.Cl[Pd]Cl.[Fe+2].O. The product is [CH:21]1([C:19]([N:16]2[CH2:17][CH2:18][C@@H:14]([CH2:13][C:12]3[N:8]([C:5]4[CH:6]=[CH:7][C:2]([C:34]5[CH:35]=[C:36]6[C:40](=[CH:41][CH:42]=5)[NH:39][CH:38]=[CH:37]6)=[CH:3][C:4]=4[CH3:25])[C:9](=[O:24])[NH:10][N:11]=3)[CH2:15]2)=[O:20])[CH2:23][CH2:22]1. The yield is 0.532. (2) The reactants are [F:1][C:2]([F:15])([F:14])[O:3][C:4]1[CH:5]=[C:6]2[C:10](=[CH:11][CH:12]=1)[C:9](=[O:13])[CH2:8][CH2:7]2.[N-:16]=[N+]=[N-].[Na+]. The catalyst is ClCCl.CS(O)(=O)=O. The product is [F:1][C:2]([F:15])([F:14])[O:3][C:4]1[CH:5]=[C:6]2[C:10](=[CH:11][CH:12]=1)[C:9](=[O:13])[NH:16][CH2:8][CH2:7]2. The yield is 0.490. (3) The reactants are Cl[C:2]1[N:7]=[C:6]([C:8]2[S:12][C:11]([NH:13][CH2:14][CH3:15])=[N:10][C:9]=2[C:16]2[CH:21]=[C:20]([O:22][CH3:23])[CH:19]=[C:18]([CH3:24])[CH:17]=2)[CH:5]=[CH:4][N:3]=1.[C:25]([N:28]1[CH2:33][CH2:32][N:31]([C:34]2[N:39]=[CH:38][C:37]([NH2:40])=[CH:36][CH:35]=2)[CH2:30][CH2:29]1)(=[O:27])[CH3:26].CC(O)C.Cl. The catalyst is O1CCOCC1. The product is [C:25]([N:28]1[CH2:29][CH2:30][N:31]([C:34]2[N:39]=[CH:38][C:37]([NH:40][C:2]3[N:7]=[C:6]([C:8]4[S:12][C:11]([NH:13][CH2:14][CH3:15])=[N:10][C:9]=4[C:16]4[CH:21]=[C:20]([O:22][CH3:23])[CH:19]=[C:18]([CH3:24])[CH:17]=4)[CH:5]=[CH:4][N:3]=3)=[CH:36][CH:35]=2)[CH2:32][CH2:33]1)(=[O:27])[CH3:26]. The yield is 0.560. (4) The reactants are I[C:2]1[CH:7]=[CH:6][CH:5]=[C:4]([N+:8]([O-:10])=[O:9])[CH:3]=1.[CH3:11][PH:12](=[O:14])[CH3:13].CC1(C)C2C(=C(P(C3C=CC=CC=3)C3C=CC=CC=3)C=CC=2)OC2C(P(C3C=CC=CC=3)C3C=CC=CC=3)=CC=CC1=2.C(=O)([O-])[O-].[Cs+].[Cs+]. The catalyst is O1CCOCC1.C1C=CC(/C=C/C(/C=C/C2C=CC=CC=2)=O)=CC=1.C1C=CC(/C=C/C(/C=C/C2C=CC=CC=2)=O)=CC=1.C1C=CC(/C=C/C(/C=C/C2C=CC=CC=2)=O)=CC=1.[Pd].[Pd]. The product is [CH3:11][P:12]([C:2]1[CH:7]=[CH:6][CH:5]=[C:4]([N+:8]([O-:10])=[O:9])[CH:3]=1)([CH3:13])=[O:14]. The yield is 0.790. (5) The reactants are [Cl:1][C:2]1[CH:11]=[CH:10][C:9]2[C:4](=[CH:5][CH:6]=[C:7](N)[CH:8]=2)[N:3]=1.N([O-])=O.[Na+].[S:17](=[O:19])=[O:18].FC1C=CC([C@H](NC(C2CCC(NS(C3C=CC4N=C(C5C=CC=CC=5)OC=4C=3)(=O)=O)CC2)=O)C)=CC=1.[ClH:57]. The catalyst is C(O)(=O)C.O.[Cu](Cl)Cl. The product is [Cl:1][C:2]1[CH:11]=[CH:10][C:9]2[C:4](=[CH:5][CH:6]=[C:7]([S:17]([Cl:57])(=[O:19])=[O:18])[CH:8]=2)[N:3]=1. The yield is 0.870. (6) No catalyst specified. The reactants are Br[C:2]1[C:3]([O:12][CH3:13])=[CH:4][C:5]([O:10][CH3:11])=[C:6]([CH:9]=1)[CH:7]=[O:8].COC1N=C(OC)C(B(O)O)=CN=1. The yield is 0.750. The product is [CH3:11][O:10][C:5]1[CH:4]=[C:3]([O:12][CH3:13])[CH:2]=[CH:9][C:6]=1[CH:7]=[O:8]. (7) The reactants are Cl[C:2]1[CH:7]=[CH:6][C:5]([N+:8]([O-:10])=[O:9])=[CH:4][C:3]=1[O:11][CH3:12].[CH3:13][N:14]1[CH2:19][CH2:18][NH:17][CH2:16][CH2:15]1. No catalyst specified. The product is [CH3:12][O:11][C:3]1[CH:4]=[C:5]([N+:8]([O-:10])=[O:9])[CH:6]=[CH:7][C:2]=1[N:17]1[CH2:18][CH2:19][N:14]([CH3:13])[CH2:15][CH2:16]1. The yield is 0.780.